Dataset: Forward reaction prediction with 1.9M reactions from USPTO patents (1976-2016). Task: Predict the product of the given reaction. (1) Given the reactants [NH:1]1[C:9]2[C:4](=[CH:5][CH:6]=[CH:7][CH:8]=2)[CH:3]=[C:2]1[C:10]([O:12][CH2:13][CH3:14])=[O:11].[H-].[Na+].[F:17][C:18]([F:28])([F:27])[C:19]1[CH:26]=[CH:25][C:22]([CH2:23]Br)=[CH:21][CH:20]=1, predict the reaction product. The product is: [CH2:13]([O:12][C:10]([C:2]1[N:1]([CH2:23][C:22]2[CH:21]=[CH:20][C:19]([C:18]([F:17])([F:27])[F:28])=[CH:26][CH:25]=2)[C:9]2[C:4]([CH:3]=1)=[CH:5][CH:6]=[CH:7][CH:8]=2)=[O:11])[CH3:14]. (2) Given the reactants [N+]([O-])(O)=O.[N+:5]([C:8]1[CH:18]=[CH:17][C:11]2[CH2:12][CH2:13][NH:14][CH2:15][CH2:16][C:10]=2[CH:9]=1)([O-:7])=[O:6].C(=O)([O-])[O-].[K+].[K+].I[CH2:26][CH3:27], predict the reaction product. The product is: [CH2:26]([N:14]1[CH2:15][CH2:16][C:10]2[CH:9]=[C:8]([N+:5]([O-:7])=[O:6])[CH:18]=[CH:17][C:11]=2[CH2:12][CH2:13]1)[CH3:27]. (3) Given the reactants C(N(CC)CC)C.[NH2:8][C:9]1[CH:14]=[CH:13][CH:12]=[CH:11][CH:10]=1.[CH2:15]([S:22](Cl)(=[O:24])=[O:23])[C:16]1[CH:21]=[CH:20][CH:19]=[CH:18][CH:17]=1.Cl, predict the reaction product. The product is: [C:9]1([NH:8][S:22]([CH2:15][C:16]2[CH:21]=[CH:20][CH:19]=[CH:18][CH:17]=2)(=[O:24])=[O:23])[CH:14]=[CH:13][CH:12]=[CH:11][CH:10]=1. (4) The product is: [N:14]([C:15]1[CH:20]=[CH:19][C:18]([S:21]([NH2:24])(=[O:22])=[O:23])=[CH:17][CH:16]=1)=[C:6]=[S:7]. Given the reactants C(=O)([O-])[O-].[Ca+2].[C:6](Cl)(Cl)=[S:7].ClCCl.O.[NH2:14][C:15]1[CH:20]=[CH:19][C:18]([S:21]([NH2:24])(=[O:23])=[O:22])=[CH:17][CH:16]=1.Cl, predict the reaction product. (5) Given the reactants C(OC(=O)[NH:10][C:11]([C:14]1[CH:19]=[CH:18][CH:17]=[C:16]([O:20][CH3:21])[CH:15]=1)([CH3:13])[CH3:12])C1C=CC=CC=1, predict the reaction product. The product is: [CH3:21][O:20][C:16]1[CH:15]=[C:14]([C:11]([NH2:10])([CH3:12])[CH3:13])[CH:19]=[CH:18][CH:17]=1. (6) Given the reactants [Cl:1][C:2]1[CH:3]=[N:4][C:5]2[C:10]([C:11]=1[CH3:12])=[CH:9][CH:8]=[CH:7][N:6]=2.O.[Se](=O)=[O:15].C([O-])(O)=O.[Na+], predict the reaction product. The product is: [Cl:1][C:2]1[CH:3]=[N:4][C:5]2[C:10]([C:11]=1[CH:12]=[O:15])=[CH:9][CH:8]=[CH:7][N:6]=2.